Dataset: Reaction yield outcomes from USPTO patents with 853,638 reactions. Task: Predict the reaction yield, written as a fraction of the theoretical maximum amount of product (1.0 means a 100% yield; for example, 0.34 means a 34% yield). (1) The reactants are [C:1]1([C:7]2[C:16]([CH2:17][O:18][CH2:19][C@@H:20]3[CH2:24][CH2:23][CH2:22][NH:21]3)=[C:15]([C:25]([NH:27][C@H:28]([C:31]3[CH:36]=[CH:35][CH:34]=[CH:33][CH:32]=3)[CH2:29][CH3:30])=[O:26])[C:14]3[C:9](=[CH:10][CH:11]=[CH:12][CH:13]=3)[N:8]=2)[CH:6]=[CH:5][CH:4]=[CH:3][CH:2]=1.[CH3:37][O:38][CH2:39][CH2:40]Br.C(=O)([O-])[O-].[K+].[K+].[Br-]. The catalyst is CCO. The product is [CH3:37][O:38][CH2:39][CH2:40][N:21]1[CH2:22][CH2:23][CH2:24][C@H:20]1[CH2:19][O:18][CH2:17][C:16]1[C:7]([C:1]2[CH:2]=[CH:3][CH:4]=[CH:5][CH:6]=2)=[N:8][C:9]2[C:14]([C:15]=1[C:25]([NH:27][C@H:28]([C:31]1[CH:36]=[CH:35][CH:34]=[CH:33][CH:32]=1)[CH2:29][CH3:30])=[O:26])=[CH:13][CH:12]=[CH:11][CH:10]=2. The yield is 0.460. (2) The reactants are C(O[BH-](OC(=O)C)OC(=O)C)(=O)C.[Na+].[Cl:15][C:16]1[CH:23]=[CH:22][C:19]([CH:20]=O)=[CH:18][CH:17]=1.[NH2:24][CH2:25][CH2:26][NH:27][C:28](=[O:34])[O:29][C:30]([CH3:33])([CH3:32])[CH3:31].C(O)(=O)C. The catalyst is ClC(Cl)C. The product is [Cl:15][C:16]1[CH:23]=[CH:22][C:19]([CH2:20][NH:24][CH2:25][CH2:26][NH:27][C:28](=[O:34])[O:29][C:30]([CH3:32])([CH3:31])[CH3:33])=[CH:18][CH:17]=1. The yield is 0.900.